Dataset: Forward reaction prediction with 1.9M reactions from USPTO patents (1976-2016). Task: Predict the product of the given reaction. (1) Given the reactants CC(OI1(OC(C)=O)(OC(C)=O)OC(=O)C2C=CC=CC1=2)=O.ClCCl.[Si:26]([O:33][CH:34]1[CH2:45][C:44](=[O:46])[O:43][C@H:42](/[C:47](/[CH3:51])=[CH:48]/[CH2:49][OH:50])[C@@H:41]([CH3:52])[CH:40]=[CH:39][C@@H:38]2[O:53][C@H:54]([C:56]3[CH:61]=[CH:60][CH:59]=[CH:58][CH:57]=3)[O:55][C@:37]2([CH3:62])[CH2:36][CH2:35]1)([C:29]([CH3:32])([CH3:31])[CH3:30])([CH3:28])[CH3:27], predict the reaction product. The product is: [Si:26]([O:33][CH:34]1[CH2:45][C:44](=[O:46])[O:43][C@H:42](/[C:47](/[CH3:51])=[CH:48]/[CH:49]=[O:50])[C@@H:41]([CH3:52])[CH:40]=[CH:39][C@@H:38]2[O:53][C@H:54]([C:56]3[CH:57]=[CH:58][CH:59]=[CH:60][CH:61]=3)[O:55][C@:37]2([CH3:62])[CH2:36][CH2:35]1)([C:29]([CH3:30])([CH3:31])[CH3:32])([CH3:28])[CH3:27]. (2) Given the reactants [Cl:1][C:2]1[CH:7]=[CH:6][CH:5]=[CH:4][C:3]=1[NH:8][C:9]([C:11]1[C:20]([NH2:21])=[CH:19][C:18]2[C:13](=[CH:14][CH:15]=[CH:16][CH:17]=2)[CH:12]=1)=[O:10].[Cl:22][CH2:23][C:24](Cl)=O, predict the reaction product. The product is: [Cl:22][CH2:23][C:24]1[N:8]([C:3]2[CH:4]=[CH:5][CH:6]=[CH:7][C:2]=2[Cl:1])[C:9](=[O:10])[C:11]2[C:20](=[CH:19][C:18]3[CH:17]=[CH:16][CH:15]=[CH:14][C:13]=3[CH:12]=2)[N:21]=1.